From a dataset of Peptide-MHC class I binding affinity with 185,985 pairs from IEDB/IMGT. Regression. Given a peptide amino acid sequence and an MHC pseudo amino acid sequence, predict their binding affinity value. This is MHC class I binding data. (1) The MHC is HLA-B15:01 with pseudo-sequence HLA-B15:01. The peptide sequence is FLYDRLAST. The binding affinity (normalized) is 0.0847. (2) The peptide sequence is VDFDDCKDV. The MHC is Mamu-A11 with pseudo-sequence Mamu-A11. The binding affinity (normalized) is 0.0127. (3) The MHC is HLA-B07:02 with pseudo-sequence HLA-B07:02. The binding affinity (normalized) is 0.388. The peptide sequence is MVVKVNAAL. (4) The peptide sequence is QVPKLLLWF. The MHC is HLA-B15:01 with pseudo-sequence HLA-B15:01. The binding affinity (normalized) is 0. (5) The peptide sequence is AEPLSMYV. The MHC is Mamu-A01 with pseudo-sequence Mamu-A01. The binding affinity (normalized) is 0. (6) The peptide sequence is MMWEINGPK. The MHC is HLA-A69:01 with pseudo-sequence HLA-A69:01. The binding affinity (normalized) is 0.0847. (7) The peptide sequence is HQKKNEISF. The MHC is HLA-A02:12 with pseudo-sequence HLA-A02:12. The binding affinity (normalized) is 0.0847. (8) The peptide sequence is GSTAEQLSKY. The MHC is HLA-A31:01 with pseudo-sequence HLA-A31:01. The binding affinity (normalized) is 0.0586. (9) The peptide sequence is LPVFATIGL. The MHC is HLA-B07:02 with pseudo-sequence HLA-B07:02. The binding affinity (normalized) is 0.624. (10) The peptide sequence is ILQEMSETY. The MHC is HLA-B15:09 with pseudo-sequence HLA-B15:09. The binding affinity (normalized) is 0.0847.